Dataset: Full USPTO retrosynthesis dataset with 1.9M reactions from patents (1976-2016). Task: Predict the reactants needed to synthesize the given product. (1) Given the product [C:32]([O:36][CH2:37][CH2:38][O:39][C:41]1[CH:42]=[C:43]2[C:47](=[CH:48][CH:49]=1)[NH:46][CH:45]=[CH:44]2)([CH3:35])([CH3:34])[CH3:33], predict the reactants needed to synthesize it. The reactants are: C1(P(C2C=CC=CC=2)C2C=CC=CC=2)C=CC=CC=1.N(C(OCC)=O)=NC(OCC)=O.[C:32]([O:36][CH2:37][CH2:38][OH:39])([CH3:35])([CH3:34])[CH3:33].O[C:41]1[CH:42]=[C:43]2[C:47](=[CH:48][CH:49]=1)[NH:46][CH:45]=[CH:44]2. (2) Given the product [Br:1][C:2]1[CH:10]=[CH:9][C:5]([C:6]([O:8][C:15]([CH3:18])([CH3:17])[CH3:16])=[O:7])=[C:4]([Cl:11])[CH:3]=1, predict the reactants needed to synthesize it. The reactants are: [Br:1][C:2]1[CH:10]=[CH:9][C:5]([C:6]([OH:8])=[O:7])=[C:4]([Cl:11])[CH:3]=1.C(OC(O[C:15]([CH3:18])([CH3:17])[CH3:16])=O)(O[C:15]([CH3:18])([CH3:17])[CH3:16])=O. (3) Given the product [CH:26]([C:10]1[C:9]([OH:8])=[N:14][C:13]([N:15]2[CH:19]=[CH:18][CH:17]=[N:16]2)=[N:12][C:11]=1[NH:20][CH2:21][C:22]([F:24])([F:25])[F:23])([CH2:28][CH3:29])[CH3:27], predict the reactants needed to synthesize it. The reactants are: C([O:8][C:9]1[N:14]=[C:13]([N:15]2[CH:19]=[CH:18][CH:17]=[N:16]2)[N:12]=[C:11]([NH:20][CH2:21][C:22]([F:25])([F:24])[F:23])[C:10]=1[CH:26]([CH2:28][CH3:29])[CH3:27])C1C=CC=CC=1.C(O)C1C=CC=CC=1.[H][H]. (4) Given the product [Br:25][C:26]1[CH:40]=[CH:39][CH:38]=[C:37]2[C:27]=1[CH:28]=[N:29][C:30]([OH:36])=[CH:31]2, predict the reactants needed to synthesize it. The reactants are: BrC1C=CC=C2C=1C=C(O)N=C2.BrC1C=C2C(C=C(O)N=C2)=CC=1.[Br:25][C:26]1[CH:40]=[CH:39][CH:38]=[CH:37][C:27]=1[CH2:28][NH:29][C:30](=[O:36])[CH:31](OC)OC. (5) Given the product [CH3:8][C:6]1[C:5]2[C:9](=[O:31])[NH:10][N:11]([C:12]([C:19]3[CH:24]=[CH:23][CH:22]=[CH:21][CH:20]=3)([C:13]3[CH:14]=[CH:15][CH:16]=[CH:17][CH:18]=3)[C:25]3[CH:26]=[CH:27][CH:28]=[CH:29][CH:30]=3)[C:4]=2[CH:3]=[C:2]([NH:43][C:41]([NH:40][C@@H:38]([C:32]2[CH:37]=[CH:36][CH:35]=[CH:34][CH:33]=2)[CH3:39])=[O:42])[N:7]=1, predict the reactants needed to synthesize it. The reactants are: Cl[C:2]1[N:7]=[C:6]([CH3:8])[C:5]2[C:9](=[O:31])[NH:10][N:11]([C:12]([C:25]3[CH:30]=[CH:29][CH:28]=[CH:27][CH:26]=3)([C:19]3[CH:24]=[CH:23][CH:22]=[CH:21][CH:20]=3)[C:13]3[CH:18]=[CH:17][CH:16]=[CH:15][CH:14]=3)[C:4]=2[CH:3]=1.[C:32]1([C@H:38]([NH:40][C:41]([NH2:43])=[O:42])[CH3:39])[CH:37]=[CH:36][CH:35]=[CH:34][CH:33]=1.C1(P(C2C=CC=CC=2)C2C3OC4C(=CC=CC=4P(C4C=CC=CC=4)C4C=CC=CC=4)C(C)(C)C=3C=CC=2)C=CC=CC=1.C(=O)([O-])[O-].[Cs+].[Cs+]. (6) Given the product [ClH:19].[OH:8][CH2:9][CH2:10][CH2:11][C:12]([C:14]1[N:15]=[CH:16][NH:17][CH:18]=1)=[O:13], predict the reactants needed to synthesize it. The reactants are: C([O:8][CH2:9][CH2:10][CH2:11][C:12]([C:14]1[NH:15][CH:16]=[N:17][CH:18]=1)=[O:13])C1C=CC=CC=1.[ClH:19]. (7) Given the product [F:23][C:24]([F:37])([F:38])[C:25]1[CH:26]=[C:27]([CH:30]=[C:31]([C:33]([F:36])([F:34])[F:35])[CH:32]=1)[CH2:28][NH:29][CH2:17][C:7]1[CH:8]=[N:9][C:10]2[C:15]([C:6]=1[N:5]([CH2:19][CH:20]1[CH2:22][CH2:21]1)[CH2:4][CH:1]1[CH2:3][CH2:2]1)=[CH:14][C:13]([CH3:16])=[CH:12][CH:11]=2, predict the reactants needed to synthesize it. The reactants are: [CH:1]1([CH2:4][N:5]([CH2:19][CH:20]2[CH2:22][CH2:21]2)[C:6]2[C:15]3[C:10](=[CH:11][CH:12]=[C:13]([CH3:16])[CH:14]=3)[N:9]=[CH:8][C:7]=2[CH:17]=O)[CH2:3][CH2:2]1.[F:23][C:24]([F:38])([F:37])[C:25]1[CH:26]=[C:27]([CH:30]=[C:31]([C:33]([F:36])([F:35])[F:34])[CH:32]=1)[CH2:28][NH2:29].C(O)(=O)C.[BH4-].[Na+]. (8) Given the product [Cl:14][C:6]1[C:7]([C:8]2[CH:13]=[CH:12][N:11]=[CH:10][CH:9]=2)=[C:2]([C:19]2[CH:20]=[CH:21][C:16]([Cl:15])=[CH:17][CH:18]=2)[N:3]=[CH:4][N:5]=1, predict the reactants needed to synthesize it. The reactants are: Cl[C:2]1[C:7]([C:8]2[CH:13]=[CH:12][N:11]=[CH:10][CH:9]=2)=[C:6]([Cl:14])[N:5]=[CH:4][N:3]=1.[Cl:15][C:16]1[CH:21]=[CH:20][C:19](B(O)O)=[CH:18][CH:17]=1.C([O-])([O-])=O.[Na+].[Na+].O. (9) Given the product [CH2:1]([O:3][C:4]([C:6]1[C:15](=[O:16])[C:14]2[C:9](=[CH:10][C:11]([F:27])=[C:12]([CH2:17][CH2:18][C:19]3[CH:24]=[CH:23][C:22]([F:25])=[CH:21][C:20]=3[F:26])[CH:13]=2)[N:8]([C@H:28]([C:33]([CH3:40])([CH3:41])[O:34][SiH2:35][C:36]([CH3:39])([CH3:38])[CH3:37])[C:29]([CH3:32])([CH3:30])[CH3:31])[CH:7]=1)=[O:5])[CH3:2], predict the reactants needed to synthesize it. The reactants are: [CH2:1]([O:3][C:4]([C:6]1[C:15](=[O:16])[C:14]2[C:9](=[CH:10][C:11]([F:27])=[C:12]([C:17]#[C:18][C:19]3[CH:24]=[CH:23][C:22]([F:25])=[CH:21][C:20]=3[F:26])[CH:13]=2)[N:8]([C@H:28]([C:33]([CH3:41])([CH3:40])[O:34][SiH2:35][C:36]([CH3:39])([CH3:38])[CH3:37])[C:29]([CH3:32])([CH3:31])[CH3:30])[CH:7]=1)=[O:5])[CH3:2].